Predict the product of the given reaction. From a dataset of Forward reaction prediction with 1.9M reactions from USPTO patents (1976-2016). (1) Given the reactants [CH3:1][C@@H:2]1[N:7]([C:8]2[C:9]3[C@H:16]([CH3:17])[CH2:15][CH2:14][C:10]=3[N:11]=[CH:12][N:13]=2)[CH2:6][CH2:5][N:4](C(OC(C)(C)C)=O)[CH2:3]1.[ClH:25], predict the reaction product. The product is: [ClH:25].[ClH:25].[CH3:17][C@H:16]1[C:9]2[C:8]([N:7]3[CH2:6][CH2:5][NH:4][CH2:3][C@@H:2]3[CH3:1])=[N:13][CH:12]=[N:11][C:10]=2[CH2:14][CH2:15]1. (2) The product is: [CH3:51][O:52][C:35]([CH:20]1[CH2:21][CH:22]([N:9]2[N:10]=[N:11][C:7]([C:1]3[CH:2]=[CH:3][CH:4]=[CH:5][CH:6]=3)=[N:8]2)[CH2:23][N:19]1[C:17]([O:16][C:12]([CH3:13])([CH3:14])[CH3:15])=[O:18])=[O:36]. Given the reactants [C:1]1([C:7]2[NH:11][N:10]=[N:9][N:8]=2)[CH:6]=[CH:5][CH:4]=[CH:3][CH:2]=1.[C:12]([O:16][C:17]([N:19]1[CH2:23][CH:22](OS(C2C=CC(C)=CC=2)(=O)=O)[CH2:21][CH:20]1[C:35](N1CCN(C2C=CC=CC=2C#N)CC1)=[O:36])=[O:18])([CH3:15])([CH3:14])[CH3:13].[C:51](=O)([O-])[O-:52].[Na+].[Na+], predict the reaction product. (3) The product is: [Cl:1][C:2]1[CH:3]=[CH:4][C:5]([O:6][CH:7]2[CH2:10][N:9]([CH2:11][C@H:12]3[CH2:17][CH2:16][CH2:15][CH2:14][C@H:13]3[NH:18][C:28]([NH:29][C:30]3[S:31][C:32]([CH2:35][CH3:36])=[N:33][N:34]=3)=[O:27])[CH2:8]2)=[CH:19][CH:20]=1. Given the reactants [Cl:1][C:2]1[CH:20]=[CH:19][C:5]([O:6][CH:7]2[CH2:10][N:9]([CH2:11][C@H:12]3[CH2:17][CH2:16][CH2:15][CH2:14][C@H:13]3[NH2:18])[CH2:8]2)=[CH:4][CH:3]=1.C1([O:27][C:28](=O)[NH:29][C:30]2[S:31][C:32]([CH2:35][CH3:36])=[N:33][N:34]=2)C=CC=CC=1, predict the reaction product. (4) Given the reactants [CH3:1][O:2][C:3]1[CH:8]=[C:7]([O:9][CH3:10])[CH:6]=[CH:5][C:4]=1[CH2:11][C:12]([OH:14])=O.[Cl:15][C:16]1[CH:17]=[C:18]([CH:20]=[CH:21][C:22]=1[Cl:23])[NH2:19], predict the reaction product. The product is: [Cl:15][C:16]1[CH:17]=[C:18]([NH:19][C:12](=[O:14])[CH2:11][C:4]2[CH:5]=[CH:6][C:7]([O:9][CH3:10])=[CH:8][C:3]=2[O:2][CH3:1])[CH:20]=[CH:21][C:22]=1[Cl:23]. (5) Given the reactants [NH2:1][C:2]1[N:3]=[CH:4][C:5]([C:12]2[CH:13]=[C:14]([CH:18]=[CH:19][CH:20]=2)[C:15]([OH:17])=O)=[N:6][C:7]=1[C:8]([NH:10][CH3:11])=[O:9].O[N:22]1[C:26]2[CH:27]=[CH:28][CH:29]=[CH:30][C:25]=2N=[N:23]1.CN1CCOCC1.C1(NN)C=CC=CC=1, predict the reaction product. The product is: [NH2:1][C:2]1[C:7]([C:8]([NH:10][CH3:11])=[O:9])=[N:6][C:5]([C:12]2[CH:20]=[CH:19][CH:18]=[C:14]([C:15]([NH:23][NH:22][C:26]3[CH:27]=[CH:28][CH:29]=[CH:30][CH:25]=3)=[O:17])[CH:13]=2)=[CH:4][N:3]=1. (6) Given the reactants ClC1C=CC(C2[C:9]([CH:14]=[O:15])=[CH:10][CH:11]=[CH:12]C=2)=CC=1.[NH:16]1[CH2:20][CH2:19][C@@H:18]([NH:21][C:22](=[O:28])[O:23][C:24]([CH3:27])([CH3:26])[CH3:25])[CH2:17]1.N1(C(OC(C)(C)C)=O)CCNCC1, predict the reaction product. The product is: [O:15]1[CH2:14][CH2:9][CH:10]([N:16]2[CH2:20][CH2:19][C@@H:18]([NH:21][C:22](=[O:28])[O:23][C:24]([CH3:26])([CH3:25])[CH3:27])[CH2:17]2)[CH2:11][CH2:12]1. (7) Given the reactants [OH:1][C@H:2]1[CH2:6][C@@H:5]([C:7]([O:9][CH2:10][C:11]2[CH:16]=[CH:15][CH:14]=[CH:13][CH:12]=2)=[O:8])[C@H:4]([C:17]([O:19][CH3:20])=[O:18])[CH2:3]1.[CH:21]([C:24]1[N:25]=[C:26]([C:29]2[NH:30][C:31]3[C:36]([C:37](=O)[CH:38]=2)=[CH:35][CH:34]=[C:33]([O:40][CH3:41])[C:32]=3[CH3:42])[S:27][CH:28]=1)([CH3:23])[CH3:22].C1(P(C2C=CC=CC=2)C2C=CC=CC=2)C=CC=CC=1.N(C(OC(C)C)=O)=NC(OC(C)C)=O, predict the reaction product. The product is: [CH:21]([C:24]1[N:25]=[C:26]([C:29]2[CH:38]=[C:37]([O:1][C@@H:2]3[CH2:6][C@@H:5]([C:7]([O:9][CH2:10][C:11]4[CH:16]=[CH:15][CH:14]=[CH:13][CH:12]=4)=[O:8])[C@H:4]([C:17]([O:19][CH3:20])=[O:18])[CH2:3]3)[C:36]3[C:31](=[C:32]([CH3:42])[C:33]([O:40][CH3:41])=[CH:34][CH:35]=3)[N:30]=2)[S:27][CH:28]=1)([CH3:23])[CH3:22]. (8) Given the reactants [N:1]1([C:7]2[S:8][C:9](=[CH:13][C:14]3[CH:19]=[CH:18][C:17]([N:20]4[CH2:25][CH2:24][C:23](=O)[CH2:22][CH2:21]4)=[CH:16][CH:15]=3)[C:10](=[O:12])[N:11]=2)[CH2:6][CH2:5][O:4][CH2:3][CH2:2]1.[NH2:27][CH2:28][C@H:29]([OH:39])[CH2:30][O:31][C:32]1[CH:37]=[CH:36][C:35]([OH:38])=[CH:34][CH:33]=1, predict the reaction product. The product is: [OH:39][C@H:29]([CH2:30][O:31][C:32]1[CH:37]=[CH:36][C:35]([OH:38])=[CH:34][CH:33]=1)[CH2:28][NH:27][CH:23]1[CH2:24][CH2:25][N:20]([C:17]2[CH:18]=[CH:19][C:14]([CH:13]=[C:9]3[S:8][C:7]([N:1]4[CH2:6][CH2:5][O:4][CH2:3][CH2:2]4)=[N:11][C:10]3=[O:12])=[CH:15][CH:16]=2)[CH2:21][CH2:22]1.